This data is from Reaction yield outcomes from USPTO patents with 853,638 reactions. The task is: Predict the reaction yield, written as a fraction of the theoretical maximum amount of product (1.0 means a 100% yield; for example, 0.34 means a 34% yield). (1) The reactants are [O:1]=[C:2]1[C:11]2[C:6](=[N:7][CH:8]=[CH:9][CH:10]=2)[O:5][C:4]([C:12]2[CH:13]=[C:14]([CH:19]=[CH:20][CH:21]=2)[C:15]([O:17][CH3:18])=[O:16])=[CH:3]1.[BH4-].[Na+].[Cr](Cl)([O-])(=O)=O.[NH+]1C=CC=CC=1. The catalyst is CO.C(Cl)Cl.C1C=C2C3[N-]C(C2=CC=1)=NC1=NC(C2C1=CC=CC=2)=NC1[N-]C(=C2C=1C=CC=C2)N=C1C2C(C(=N1)N=3)=CC=CC=2.[Co+2]. The product is [O:1]=[C:2]1[C:11]2[C:6](=[N:7][CH:8]=[CH:9][CH:10]=2)[O:5][CH:4]([C:12]2[CH:13]=[C:14]([CH:19]=[CH:20][CH:21]=2)[C:15]([O:17][CH3:18])=[O:16])[CH2:3]1. The yield is 0.233. (2) The reactants are [C:1]([CH2:3][C:4](Cl)=[O:5])#[N:2].[CH3:7][Si:8]([CH2:19][CH2:20][CH2:21][NH2:22])([O:14][Si:15]([CH3:18])([CH3:17])[CH3:16])[O:9][Si:10]([CH3:13])([CH3:12])[CH3:11].C(N(CC)CC)C.O. The catalyst is ClCCl. The product is [C:1]([CH2:3][C:4]([NH:22][CH2:21][CH2:20][CH2:19][Si:8]([CH3:7])([O:14][Si:15]([CH3:18])([CH3:17])[CH3:16])[O:9][Si:10]([CH3:13])([CH3:12])[CH3:11])=[O:5])#[N:2]. The yield is 0.700. (3) The reactants are [CH2:1]([N:8]1[C:16]2[CH:15]=[CH:14][CH:13]=[C:12]([OH:17])[C:11]=2[CH:10]=[C:9]1[CH3:18])[C:2]1[CH:7]=[CH:6][CH:5]=[CH:4][CH:3]=1.[H-].[Na+].[CH2:21]([O:23][C:24](=[O:30])[CH:25](Br)[CH:26]([CH3:28])[CH3:27])[CH3:22]. The catalyst is CN(C)C=O.C(OCC)(=O)C. The product is [CH2:21]([O:23][C:24](=[O:30])[CH:25]([O:17][C:12]1[CH:13]=[CH:14][CH:15]=[C:16]2[C:11]=1[CH:10]=[C:9]([CH3:18])[N:8]2[CH2:1][C:2]1[CH:3]=[CH:4][CH:5]=[CH:6][CH:7]=1)[CH:26]([CH3:28])[CH3:27])[CH3:22]. The yield is 0.190.